From a dataset of Forward reaction prediction with 1.9M reactions from USPTO patents (1976-2016). Predict the product of the given reaction. (1) The product is: [F:27][C:24]1[CH:23]=[CH:22][C:21]([CH2:20][O:19][C:14]2[CH:15]=[CH:16][CH:17]=[CH:18][C:13]=2[CH2:12][N:10]([CH3:11])[C:8]([CH:7]=[C:5]([OH:6])[C:4]([OH:28])=[O:3])=[O:9])=[CH:26][CH:25]=1. Given the reactants CC1(C)[O:6][C:5](=[CH:7][C:8]([N:10]([CH2:12][C:13]2[CH:18]=[CH:17][CH:16]=[CH:15][C:14]=2[O:19][CH2:20][C:21]2[CH:26]=[CH:25][C:24]([F:27])=[CH:23][CH:22]=2)[CH3:11])=[O:9])[C:4](=[O:28])[O:3]1.N#N, predict the reaction product. (2) Given the reactants Cl.[F:2][C:3]([F:14])([C:7]1[CH:8]=[N:9][C:10]([CH3:13])=[CH:11][CH:12]=1)[C:4]([OH:6])=O.C(Cl)(=O)C(Cl)=O.CCN(C(C)C)C(C)C.[NH:30]1[CH2:35][CH2:34][CH:33]([NH:36][C:37](=[O:43])[O:38][C:39]([CH3:42])([CH3:41])[CH3:40])[CH2:32][CH2:31]1.C(O)(=O)CC(CC(O)=O)(C(O)=O)O, predict the reaction product. The product is: [F:14][C:3]([F:2])([C:7]1[CH:8]=[N:9][C:10]([CH3:13])=[CH:11][CH:12]=1)[C:4]([N:30]1[CH2:31][CH2:32][CH:33]([NH:36][C:37](=[O:43])[O:38][C:39]([CH3:41])([CH3:40])[CH3:42])[CH2:34][CH2:35]1)=[O:6].